Task: Regression. Given a peptide amino acid sequence and an MHC pseudo amino acid sequence, predict their binding affinity value. This is MHC class II binding data.. Dataset: Peptide-MHC class II binding affinity with 134,281 pairs from IEDB (1) The peptide sequence is DYLKAQQNRRFMIYV. The binding affinity (normalized) is 0.724. The MHC is DRB1_0901 with pseudo-sequence DRB1_0901. (2) The peptide sequence is AKSSPAYPSVLGQTI. The MHC is HLA-DPA10103-DPB10301 with pseudo-sequence HLA-DPA10103-DPB10301. The binding affinity (normalized) is 0.